This data is from Full USPTO retrosynthesis dataset with 1.9M reactions from patents (1976-2016). The task is: Predict the reactants needed to synthesize the given product. (1) Given the product [CH2:1]([C@H:8]([NH:36][C:37](=[O:47])[O:38][C@@H:39]1[C@H:46]2[C@H:42]([O:43][CH2:44][CH2:45]2)[O:41][CH2:40]1)[C@H:9]([OH:35])[CH2:10][N:11]([O:12][CH:13]([CH2:14][CH3:15])[CH2:16][CH3:17])[S:18]([C:21]1[CH:22]=[CH:23][C:24]([OH:27])=[CH:25][CH:26]=1)(=[O:20])=[O:19])[C:2]1[CH:3]=[CH:4][CH:5]=[CH:6][CH:7]=1, predict the reactants needed to synthesize it. The reactants are: [CH2:1]([C@H:8]([NH:36][C:37](=[O:47])[O:38][C@@H:39]1[C@H:46]2[C@H:42]([O:43][CH2:44][CH2:45]2)[O:41][CH2:40]1)[C@H:9]([OH:35])[CH2:10][N:11]([S:18]([C:21]1[CH:26]=[CH:25][C:24]([O:27]CC2C=CC=CC=2)=[CH:23][CH:22]=1)(=[O:20])=[O:19])[O:12][CH:13]([CH2:16][CH3:17])[CH2:14][CH3:15])[C:2]1[CH:7]=[CH:6][CH:5]=[CH:4][CH:3]=1.C(O)C. (2) Given the product [CH3:1][C:2]1[N:6]([CH:7]2[CH2:8][CH2:9][N:10]([CH2:13][C:14]3[CH:19]=[CH:18][C:17]([C:20]4[N:25]=[C:24]5[N:26]=[N:38][NH:27][C:23]5=[CH:22][C:21]=4[C:28]4[CH:29]=[CH:30][CH:31]=[CH:32][CH:33]=4)=[CH:16][CH:15]=3)[CH2:11][CH2:12]2)[C:5]2[CH:34]=[CH:35][CH:36]=[CH:37][C:4]=2[N:3]=1, predict the reactants needed to synthesize it. The reactants are: [CH3:1][C:2]1[N:6]([CH:7]2[CH2:12][CH2:11][N:10]([CH2:13][C:14]3[CH:19]=[CH:18][C:17]([C:20]4[N:25]=[C:24]([NH2:26])[C:23]([NH2:27])=[CH:22][C:21]=4[C:28]4[CH:33]=[CH:32][CH:31]=[CH:30][CH:29]=4)=[CH:16][CH:15]=3)[CH2:9][CH2:8]2)[C:5]2[CH:34]=[CH:35][CH:36]=[CH:37][C:4]=2[N:3]=1.[N:38]([O-])=O.[Na+].